This data is from Experimentally validated miRNA-target interactions with 360,000+ pairs, plus equal number of negative samples. The task is: Binary Classification. Given a miRNA mature sequence and a target amino acid sequence, predict their likelihood of interaction. (1) The miRNA is mmu-miR-466n-5p with sequence GUGUGUGCGUACAUGUACAUGU. The protein sequence of the target gene is MTTCSRQFTSSSSMKGSCGIGGGIGGGSSRISSVLAGGSCRAPSTYGGGLSVSSSRFSSGGACGLGGGYGGGFSSSSSSFGSGFGGGYGGGLGAGLGGGFGGGFAGGDGLLVGSEKVTMQNLNDRLASYLDKVRALEEANADLEVKIRDWYQRQRPAEIKDYSPYFKTIEDLRNKILTATVDNANVLLQIDNARLAADDFRTKYETELNLRMSVEADINGLRRVLDELTLARADLEMQIESLKEELAYLKKNHEEEMNALRGQVGGDVNVEMDAAPGVDLSRILNEMRDQYEKMAEKNRK.... Result: 0 (no interaction). (2) The miRNA is hsa-miR-608 with sequence AGGGGUGGUGUUGGGACAGCUCCGU. The protein sequence of the target gene is MLAKGLPPRSVLVKGCQTFLSAPREGLGRLRVPTGEGAGISTRSPRPFNEIPSPGDNGWLNLYHFWRETGTHKVHLHHVQNFQKYGPIYREKLGNVESVYVIDPEDVALLFKSEGPNPERFLIPPWVAYHQYYQRPIGVLLKKSAAWKKDRVALNQEVMAPEATKNFLPLLDAVSRDFVSVLHRRIKKAGSGNYSGDISDDLFRFAFESITNVIFGERQGMLEEVVNPEAQRFIDAIYQMFHTSVPMLNLPPDLFRLFRTKTWKDHVAAWDVIFSKADIYTQNFYWELRQKGSVHHDYRG.... Result: 1 (interaction). (3) The miRNA is rno-let-7a-5p with sequence UGAGGUAGUAGGUUGUAUAGUU. The protein sequence of the target gene is MAMEIDSRPGGLPGSSCNLGAAREHMQAVTRNYITHPRVTYRTVCSVNGPLVVLDRVKFAQYAEIVHFTLPDGTQRSGQVLEVAGTKAIVQVFEGTSGIDARKTTCEFTGDILRTPVSEDMLGRVFNGSGKPIDKGPVVMAEDFLDINGQPINPHSRIYPEEMIQTGISPIDVMNSIARGQKIPIFSAAGLPHNEIAAQICRQAGLVKKSKAVLDYHDDNFAIVFAAMGVNMETARFFKSDFEQNGTMGNVCLFLNLANDPTIERIITPRLALTTAEFLAYQCEKHVLVILTDMSSYAEA.... Result: 0 (no interaction).